Dataset: Catalyst prediction with 721,799 reactions and 888 catalyst types from USPTO. Task: Predict which catalyst facilitates the given reaction. (1) Reactant: [NH2:1][CH2:2][CH2:3][OH:4].C(=O)([O-])[O-].[K+].[K+].[Br:11][C:12]1[CH:13]=[C:14]([C:20]([O:22][CH3:23])=[O:21])[CH:15]=[N:16][C:17]=1[CH2:18]Br. Product: [Br:11][C:12]1[CH:13]=[C:14]([C:20]([O:22][CH3:23])=[O:21])[CH:15]=[N:16][C:17]=1[CH2:18][NH:1][CH2:2][CH2:3][OH:4]. The catalyst class is: 23. (2) Reactant: [Cl:1][C:2]1[CH:7]=[CH:6][C:5]([C:8]2[CH:13]=[CH:12][C:11]([OH:14])=[CH:10][C:9]=2[CH2:15][N:16]2[CH2:21][CH2:20][N:19]([C:22]([O:24][C:25]([CH3:28])([CH3:27])[CH3:26])=[O:23])[CH2:18][CH2:17]2)=[CH:4][CH:3]=1.[F:29][C:30]([F:43])([F:42])[S:31](O[S:31]([C:30]([F:43])([F:42])[F:29])(=[O:33])=[O:32])(=[O:33])=[O:32]. Product: [Cl:1][C:2]1[CH:3]=[CH:4][C:5]([C:8]2[CH:13]=[CH:12][C:11]([O:14][S:31]([C:30]([F:43])([F:42])[F:29])(=[O:33])=[O:32])=[CH:10][C:9]=2[CH2:15][N:16]2[CH2:17][CH2:18][N:19]([C:22]([O:24][C:25]([CH3:28])([CH3:27])[CH3:26])=[O:23])[CH2:20][CH2:21]2)=[CH:6][CH:7]=1. The catalyst class is: 17. (3) Reactant: [F:1][CH:2]([F:5])[CH2:3][NH2:4].[C:6](O[C:6]([O:8][C:9]([CH3:12])([CH3:11])[CH3:10])=[O:7])([O:8][C:9]([CH3:12])([CH3:11])[CH3:10])=[O:7].CN1CCOCC1. Product: [F:1][CH:2]([F:5])[CH2:3][NH:4][C:6](=[O:7])[O:8][C:9]([CH3:12])([CH3:11])[CH3:10]. The catalyst class is: 116. (4) The catalyst class is: 99. Reactant: [Cl:1][C:2]1[N:11]=[C:10](Cl)[C:9]2[C:4](=[CH:5][C:6]([C:13]([O:15][CH3:16])=[O:14])=[CH:7][CH:8]=2)[N:3]=1.CCN(C(C)C)C(C)C.O. Product: [Cl:1][C:2]1[N:11]=[CH:10][C:9]2[C:4](=[CH:5][C:6]([C:13]([O:15][CH3:16])=[O:14])=[CH:7][CH:8]=2)[N:3]=1.